Task: Regression. Given a peptide amino acid sequence and an MHC pseudo amino acid sequence, predict their binding affinity value. This is MHC class I binding data.. Dataset: Peptide-MHC class I binding affinity with 185,985 pairs from IEDB/IMGT (1) The binding affinity (normalized) is 0.835. The peptide sequence is ISSGCTKTF. The MHC is HLA-B15:17 with pseudo-sequence HLA-B15:17. (2) The peptide sequence is LSAQCLVHM. The MHC is Mamu-A01 with pseudo-sequence Mamu-A01. The binding affinity (normalized) is 0.469. (3) The peptide sequence is NELNYVLWE. The MHC is HLA-B44:03 with pseudo-sequence HLA-B44:03. The binding affinity (normalized) is 0.531. (4) The peptide sequence is KLINTLFHA. The MHC is HLA-A02:01 with pseudo-sequence HLA-A02:01. The binding affinity (normalized) is 0.853. (5) The peptide sequence is DVSMMSMYGK. The MHC is HLA-A68:01 with pseudo-sequence HLA-A68:01. The binding affinity (normalized) is 0.983. (6) The peptide sequence is RCNDTNYSGF. The MHC is Mamu-B8301 with pseudo-sequence Mamu-B8301. The binding affinity (normalized) is 0.218.